From a dataset of Reaction yield outcomes from USPTO patents with 853,638 reactions. Predict the reaction yield, written as a fraction of the theoretical maximum amount of product (1.0 means a 100% yield; for example, 0.34 means a 34% yield). (1) The reactants are C[O:2][C:3]1[CH:4]=[C:5]([CH2:11][CH2:12][C:13]([C:15]2[CH:20]=[CH:19][CH:18]=[C:17]([OH:21])[CH:16]=2)=[O:14])[CH:6]=[CH:7][C:8]=1[O:9][CH3:10].OC1C=C(C=CC=1)C(=O)C=CC1C=CC2OCOC=2C=1. No catalyst specified. The product is [OH:21][C:17]1[CH:16]=[C:15]([C:13](=[O:14])[CH2:12][CH2:11][C:5]2[CH:6]=[CH:7][C:8]3[O:9][CH2:10][O:2][C:3]=3[CH:4]=2)[CH:20]=[CH:19][CH:18]=1. The yield is 0.410. (2) The reactants are Br[C:2]1[CH:3]=[N:4][CH:5]=[C:6]([CH:19]=1)[C:7]([N:9]=[S@@:10]([CH3:18])(=[O:17])[C:11]1[CH:16]=[CH:15][CH:14]=[CH:13][CH:12]=1)=[O:8].[C:20]([C:22]1[CH:27]=[CH:26][CH:25]=[CH:24][C:23]=1[F:28])#[CH:21].C(N(CC)CC)C. The catalyst is CCOC(C)=O.Cl[Pd](Cl)([P](C1C=CC=CC=1)(C1C=CC=CC=1)C1C=CC=CC=1)[P](C1C=CC=CC=1)(C1C=CC=CC=1)C1C=CC=CC=1.[Cu]I. The product is [F:28][C:23]1[CH:24]=[CH:25][CH:26]=[CH:27][C:22]=1[C:20]#[C:21][C:2]1[CH:3]=[N:4][CH:5]=[C:6]([CH:19]=1)[C:7]([N:9]=[S@@:10]([CH3:18])(=[O:17])[C:11]1[CH:16]=[CH:15][CH:14]=[CH:13][CH:12]=1)=[O:8]. The yield is 0.940. (3) The reactants are Br[C:2]1[CH:7]=[N:6][CH2:5][C:4](N)([O:8][CH3:9])[N:3]=1.[CH3:11][PH:12](=[O:14])[CH3:13].P([O-])([O-])([O-])=O.[K+].[K+].[K+].C[N:24](C=O)C. The catalyst is C([O-])(=O)C.[Pd+2].C([O-])(=O)C.CC1(C)C2C(=C(P(C3C=CC=CC=3)C3C=CC=CC=3)C=CC=2)OC2C(P(C3C=CC=CC=3)C3C=CC=CC=3)=CC=CC1=2. The product is [CH3:11][P:12]([C:2]1[N:3]=[C:4]([O:8][CH3:9])[C:5]([NH2:24])=[N:6][CH:7]=1)([CH3:13])=[O:14]. The yield is 0.630. (4) The reactants are [C:1]([O:4][CH:5]1[C:6]([OH:39])([CH3:38])[CH2:7][CH2:8][CH:9]([OH:37])[CH2:10][C:11]([O:13][CH:14](/[C:19](/[CH3:36])=[CH:20]/[CH:21]=[CH:22]/[C:23]([OH:35])([CH3:34])[CH2:24][CH:25]2[O:33][CH:26]2[CH:27]([CH3:32])[CH:28]([OH:31])[CH2:29][CH3:30])[CH:15]([CH3:18])[CH:16]=[CH:17]1)=[O:12])(=[O:3])[CH3:2].Cl[Si:41]([CH2:46][CH3:47])([CH2:44][CH3:45])[CH2:42][CH3:43]. The catalyst is ClCCl.C(OCC)(=O)C. The product is [C:1]([O:4][CH:5]1[C:6]([OH:39])([CH3:38])[CH2:7][CH2:8][CH:9]([O:37][Si:41]([CH2:46][CH3:47])([CH2:44][CH3:45])[CH2:42][CH3:43])[CH2:10][C:11]([O:13][CH:14](/[C:19](/[CH3:36])=[CH:20]/[CH:21]=[CH:22]/[C:23]([CH3:34])([O:35][Si:41]([CH2:46][CH3:47])([CH2:44][CH3:45])[CH2:42][CH3:43])[CH2:24][CH:25]2[O:33][CH:26]2[CH:27]([CH3:32])[CH:28]([O:31][Si:41]([CH2:46][CH3:47])([CH2:44][CH3:45])[CH2:42][CH3:43])[CH2:29][CH3:30])[CH:15]([CH3:18])[CH:16]=[CH:17]1)=[O:12])(=[O:3])[CH3:2]. The yield is 0.980. (5) The reactants are [CH2:1]([O:3][C:4](=[O:21])[C:5]([O:8][C:9]1[CH:14]=[C:13]([O:15][CH3:16])[C:12](C(=O)C)=[CH:11][C:10]=1[CH3:20])([CH3:7])[CH3:6])[CH3:2].ClC1C=CC=[C:25]([C:29]([O:31]O)=[O:30])C=1.C1(C)C=CC(S(O)(=O)=O)=CC=1. The catalyst is ClCCl. The product is [CH2:1]([O:3][C:4](=[O:21])[C:5]([O:8][C:9]1[CH:14]=[C:13]([O:15][CH3:16])[C:12]([O:31][C:29](=[O:30])[CH3:25])=[CH:11][C:10]=1[CH3:20])([CH3:6])[CH3:7])[CH3:2]. The yield is 0.420. (6) The reactants are [Cl-:1].[NH:2]([C:4](=[O:12])[CH2:5][N+:6]1[CH:11]=[CH:10][CH:9]=[CH:8][CH:7]=1)[NH2:3].[CH:13]1[CH:18]=[CH:17][C:16](/[CH:19]=[CH:20]/[CH:21]=O)=[CH:15][CH:14]=1. The catalyst is C(O)C. The product is [Cl-:1].[O:12]=[C:4]([NH:2]/[N:3]=[CH:21]/[CH:20]=[CH:19]/[C:16]1[CH:17]=[CH:18][CH:13]=[CH:14][CH:15]=1)[CH2:5][N+:6]1[CH:7]=[CH:8][CH:9]=[CH:10][CH:11]=1. The yield is 0.210. (7) The reactants are [Cl:1][C:2]1[CH:7]=[CH:6][C:5]([N:8]2[CH2:13][CH2:12][CH:11]([CH:14]=[O:15])[CH2:10][CH2:9]2)=[CH:4][CH:3]=1.[N+:16]([CH2:19][CH2:20][CH3:21])([O-:18])=[O:17].[OH-].[Na+].CO. The catalyst is [Cl-].C([N+](C)(C)C)CCCCCCCCCCCCCCC.[Cl-].[Na+].O. The product is [Cl:1][C:2]1[CH:7]=[CH:6][C:5]([N:8]2[CH2:9][CH2:10][CH:11]([CH:14]([OH:15])[CH:19]([N+:16]([O-:18])=[O:17])[CH2:20][CH3:21])[CH2:12][CH2:13]2)=[CH:4][CH:3]=1. The yield is 0.343. (8) The reactants are [Cl-].[Al+3].[Cl-].[Cl-].[Cl:5][C:6]1[CH:7]=[CH:8][C:9]2[S:13][C:12](=[O:14])[NH:11][C:10]=2[CH:15]=1.[Br:16][CH2:17][C:18](Br)=[O:19]. The catalyst is CN(C=O)C. The product is [Br:16][CH2:17][C:18]([C:7]1[C:6]([Cl:5])=[CH:15][C:10]2[NH:11][C:12](=[O:14])[S:13][C:9]=2[CH:8]=1)=[O:19]. The yield is 0.270.